Dataset: Forward reaction prediction with 1.9M reactions from USPTO patents (1976-2016). Task: Predict the product of the given reaction. (1) Given the reactants [CH3:1][O:2][C:3]([C:5]1[CH:9]=[C:8]([C:10]2[CH:15]=[CH:14][CH:13]=[C:12]([CH2:16][CH2:17][C:18](=[O:20])[CH3:19])[CH:11]=2)[O:7][N:6]=1)=[O:4].[BH4-].[Na+], predict the reaction product. The product is: [OH:20][CH:18]([CH3:19])[CH2:17][CH2:16][C:12]1[CH:11]=[C:10]([C:8]2[O:7][N:6]=[C:5]([C:3]([O:2][CH3:1])=[O:4])[CH:9]=2)[CH:15]=[CH:14][CH:13]=1. (2) Given the reactants [C-]#N.[Na+].C[NH:5][CH2:6][CH2:7]NC.BrC1[CH:16]=[C:15]([CH3:17])[CH:14]=[C:13]([CH3:18])[CH:12]=1.C(O)C1C=CC=CC=1.CCCCCCCCCCCC.[OH-].[NH4+], predict the reaction product. The product is: [CH3:18][C:13]1[CH:12]=[C:7]([CH:16]=[C:15]([CH3:17])[CH:14]=1)[C:6]#[N:5]. (3) Given the reactants [CH2:1]([CH:3]([CH2:16][CH2:17][CH2:18][CH3:19])[CH2:4][O:5][C:6]([N:8]1[CH2:13][CH2:12][CH:11]([CH2:14]O)[CH2:10][CH2:9]1)=[O:7])[CH3:2].C1(P(C2C=CC=CC=2)C2C=CC=CC=2)C=CC=CC=1.[Br:39]N1C(=O)CCC1=O, predict the reaction product. The product is: [CH2:1]([CH:3]([CH2:16][CH2:17][CH2:18][CH3:19])[CH2:4][O:5][C:6]([N:8]1[CH2:13][CH2:12][CH:11]([CH2:14][Br:39])[CH2:10][CH2:9]1)=[O:7])[CH3:2]. (4) Given the reactants [CH2:1]([S:8]([NH:11][C@@H:12]([C:17]([OH:19])=O)[C@@H:13]([CH2:15][CH3:16])[CH3:14])(=[O:10])=[O:9])[C:2]1[CH:7]=[CH:6][CH:5]=[CH:4][CH:3]=1.Cl.[CH3:21][O:22][C:23](=[O:30])[C@H:24]([CH2:26][CH2:27][S:28][CH3:29])[NH2:25].C1C=CC2N(O)N=NC=2C=1.CCN=C=NCCCN(C)C.Cl.CN1CCOCC1, predict the reaction product. The product is: [CH3:21][O:22][C:23](=[O:30])[C@H:24]([CH2:26][CH2:27][S:28][CH3:29])[NH:25][C:17](=[O:19])[C@@H:12]([C@@H:13]([CH2:15][CH3:16])[CH3:14])[NH:11][S:8]([CH2:1][C:2]1[CH:3]=[CH:4][CH:5]=[CH:6][CH:7]=1)(=[O:9])=[O:10]. (5) Given the reactants [F:1][C:2]1[CH:7]=[CH:6][C:5]([C:8]2[O:9][C:10]3[CH:20]=[CH:19][C:18]([C:21]4[CH:22]=[CH:23][C:24]([O:30][CH3:31])=[C:25]([CH:29]=4)[C:26](O)=[O:27])=[CH:17][C:11]=3[C:12]=2[C:13](=[O:16])[NH:14][CH3:15])=[CH:4][CH:3]=1.C(N(C(C)C)C(C)C)C.[CH3:41][CH:42]([CH3:45])[CH2:43][NH2:44].CN(C(ON1N=NC2C=CC=NC1=2)=[N+](C)C)C.F[P-](F)(F)(F)(F)F, predict the reaction product. The product is: [F:1][C:2]1[CH:3]=[CH:4][C:5]([C:8]2[O:9][C:10]3[CH:20]=[CH:19][C:18]([C:21]4[CH:22]=[CH:23][C:24]([O:30][CH3:31])=[C:25]([C:26](=[O:27])[NH:44][CH2:43][CH:42]([CH3:45])[CH3:41])[CH:29]=4)=[CH:17][C:11]=3[C:12]=2[C:13]([NH:14][CH3:15])=[O:16])=[CH:6][CH:7]=1. (6) Given the reactants [NH2:1][CH2:2][CH2:3][NH:4][C:5]([C:7]1[S:8][CH:9]=[CH:10][C:11]=1[NH:12][C:13]1[CH:18]=[CH:17][N:16]=[C:15]2[NH:19][CH:20]=[CH:21][C:14]=12)=[O:6].NC([C:33]1[CH:38]=[CH:37][CH:36]=[C:35]([F:39])[CH:34]=1)CNC(=O)OC(C)(C)C.N1CCC[C@@H]1CNC(C1SC=CC=1NC1C=CN=C2NC=CC=12)=O, predict the reaction product. The product is: [NH2:1][CH2:2][CH:3]([NH:4][C:5]([C:7]1[S:8][CH:9]=[CH:10][C:11]=1[NH:12][C:13]1[CH:18]=[CH:17][N:16]=[C:15]2[NH:19][CH:20]=[CH:21][C:14]=12)=[O:6])[C:33]1[CH:38]=[CH:37][CH:36]=[C:35]([F:39])[CH:34]=1. (7) Given the reactants CC(OC([N:8](C(OC(C)(C)C)=O)[N:9]([C:17]1[C:22]([F:23])=[C:21]([N:24]([CH3:31])[CH2:25][C:26]2[S:27][CH:28]=[CH:29][N:30]=2)[N:20]=[C:19]([Cl:32])[N:18]=1)C(OC(C)(C)C)=O)=O)(C)C.Cl, predict the reaction product. The product is: [Cl:32][C:19]1[N:20]=[C:21]([N:24]([CH3:31])[CH2:25][C:26]2[S:27][CH:28]=[CH:29][N:30]=2)[C:22]([F:23])=[C:17]([NH:9][NH2:8])[N:18]=1. (8) Given the reactants F[C:2]1[C:7]([N+:8]([O-:10])=[O:9])=[CH:6][CH:5]=[CH:4][N:3]=1.[C@H:11]1([OH:18])[CH2:16][CH2:15][C@H:14]([OH:17])[CH2:13][CH2:12]1, predict the reaction product. The product is: [N+:8]([C:7]1[C:2]([O:17][C@H:14]2[CH2:15][CH2:16][C@H:11]([OH:18])[CH2:12][CH2:13]2)=[N:3][CH:4]=[CH:5][CH:6]=1)([O-:10])=[O:9]. (9) Given the reactants Cl.[NH2:2][C@@H:3]1[CH2:8][CH2:7][C@H:6]([NH:9][C:10]([C:12]2[C:16]3=[N:17][CH:18]=[CH:19][C:20]([C:21]4[CH:26]=[C:25]([F:27])[C:24]([O:28][CH3:29])=[CH:23][C:22]=4[O:30][CH2:31][CH:32]4[CH2:34][CH2:33]4)=[C:15]3[NH:14][C:13]=2[CH3:35])=[O:11])[CH2:5][CH2:4]1.[CH3:36][O:37][CH2:38][C:39](Cl)=[O:40], predict the reaction product. The product is: [CH:32]1([CH2:31][O:30][C:22]2[CH:23]=[C:24]([O:28][CH3:29])[C:25]([F:27])=[CH:26][C:21]=2[C:20]2[CH:19]=[CH:18][N:17]=[C:16]3[C:12]([C:10]([NH:9][C@H:6]4[CH2:7][CH2:8][C@@H:3]([NH:2][C:39](=[O:40])[CH2:38][O:37][CH3:36])[CH2:4][CH2:5]4)=[O:11])=[C:13]([CH3:35])[NH:14][C:15]=23)[CH2:33][CH2:34]1.